From a dataset of Full USPTO retrosynthesis dataset with 1.9M reactions from patents (1976-2016). Predict the reactants needed to synthesize the given product. (1) Given the product [C:1]([O:4][CH:5]1[C:9]2=[N:10][CH:11]=[C:12]([NH:29][C:47]([C:45]3[CH:44]=[CH:43][C:42]([F:50])=[C:41]([C:32]4[C:33]([F:40])=[CH:34][C:35]([S:37]([CH3:39])=[O:38])=[CH:36][C:31]=4[F:30])[N:46]=3)=[O:48])[C:13]([N:14]3[CH2:19][C@H:18]([CH3:20])[CH2:17][C@H:16]([NH:21][C:22]([O:24][C:25]([CH3:28])([CH3:27])[CH3:26])=[O:23])[CH2:15]3)=[C:8]2[CH2:7][CH2:6]1)(=[O:3])[CH3:2], predict the reactants needed to synthesize it. The reactants are: [C:1]([O:4][CH:5]1[C:9]2=[N:10][CH:11]=[C:12]([NH2:29])[C:13]([N:14]3[CH2:19][C@H:18]([CH3:20])[CH2:17][C@H:16]([NH:21][C:22]([O:24][C:25]([CH3:28])([CH3:27])[CH3:26])=[O:23])[CH2:15]3)=[C:8]2[CH2:7][CH2:6]1)(=[O:3])[CH3:2].[F:30][C:31]1[CH:36]=[C:35]([S:37]([CH3:39])=[O:38])[CH:34]=[C:33]([F:40])[C:32]=1[C:41]1[N:46]=[C:45]([C:47](O)=[O:48])[CH:44]=[CH:43][C:42]=1[F:50].CN(C(ON1N=NC2C=CC=NC1=2)=[N+](C)C)C.F[P-](F)(F)(F)(F)F.CCN(C(C)C)C(C)C. (2) Given the product [NH:29]=[C:28]1[C:24]2([CH2:27][CH2:26][CH2:25]2)[N:23]([C:20]2[CH:19]=[CH:18][C:17]([CH3:16])=[CH:22][CH:21]=2)[C:2](=[S:3])[N:1]1[C:4]1[CH:11]=[CH:10][C:7]([C:8]#[N:9])=[C:6]([C:12]([F:13])([F:15])[F:14])[CH:5]=1, predict the reactants needed to synthesize it. The reactants are: [N:1]([C:4]1[CH:11]=[CH:10][C:7]([C:8]#[N:9])=[C:6]([C:12]([F:15])([F:14])[F:13])[CH:5]=1)=[C:2]=[S:3].[CH3:16][C:17]1[CH:22]=[CH:21][C:20]([NH:23][C:24]2([C:28]#[N:29])[CH2:27][CH2:26][CH2:25]2)=[CH:19][CH:18]=1. (3) Given the product [Cl:1][C:2]1[CH:3]=[CH:4][C:5]([CH2:6][N:7]2[C:12](=[N:13][C:14]3[CH:19]=[CH:18][C:17]([O:20][CH:21]([CH3:23])[CH3:22])=[C:16]([CH3:24])[CH:15]=3)[NH:11][C:10](=[O:25])[N:9]([CH2:26][C@@H:27]([C:30]([OH:32])=[O:31])[O:28][CH3:29])[C:8]2=[O:34])=[CH:35][CH:36]=1, predict the reactants needed to synthesize it. The reactants are: [Cl:1][C:2]1[CH:36]=[CH:35][C:5]([CH2:6][N:7]2[C:12](=[N:13][C:14]3[CH:19]=[CH:18][C:17]([O:20][CH:21]([CH3:23])[CH3:22])=[C:16]([CH3:24])[CH:15]=3)[NH:11][C:10](=[O:25])[N:9]([CH2:26][C@@H:27]([C:30]([O:32]C)=[O:31])[O:28][CH3:29])[C:8]2=[O:34])=[CH:4][CH:3]=1.CO.[OH-].[Li+].C(O)(=O)CC(CC(O)=O)(C(O)=O)O. (4) Given the product [Cl:1][C:2]1[CH:23]=[C:22]([CH:24]=[O:28])[C:5]2[O:6][CH:7]([CH2:10][O:11][S:12]([C:15]3[CH:16]=[CH:17][C:18]([CH3:21])=[CH:19][CH:20]=3)(=[O:13])=[O:14])[CH2:8][O:9][C:4]=2[CH:3]=1, predict the reactants needed to synthesize it. The reactants are: [Cl:1][C:2]1[CH:23]=[C:22]([CH:24]=CC)[C:5]2[O:6][CH:7]([CH2:10][O:11][S:12]([C:15]3[CH:20]=[CH:19][C:18]([CH3:21])=[CH:17][CH:16]=3)(=[O:14])=[O:13])[CH2:8][O:9][C:4]=2[CH:3]=1.I([O-])(=O)(=O)=[O:28].[Na+]. (5) Given the product [Cl:1][C:2]1[C:3]([C:25]#[N:26])=[C:4]([C:8]([NH:10][C@@H:11]2[CH2:16][CH2:15][NH:14][CH2:13][C@@H:12]2[O:22][CH2:23][CH3:24])=[O:9])[NH:5][C:6]=1[CH3:7], predict the reactants needed to synthesize it. The reactants are: [Cl:1][C:2]1[C:3]([C:25]#[N:26])=[C:4]([C:8]([NH:10][C@@H:11]2[CH2:16][CH2:15][N:14](C(OCC)=O)[CH2:13][C@@H:12]2[O:22][CH2:23][CH3:24])=[O:9])[NH:5][C:6]=1[CH3:7].[OH-].[K+].O.NN.O. (6) Given the product [C:14]([O:13][N:12]=[C:10]([C:3]1[C:4]([OH:9])=[CH:5][C:6]([CH3:8])=[CH:7][C:2]=1[OH:1])[CH3:11])(=[O:16])[CH3:15], predict the reactants needed to synthesize it. The reactants are: [OH:1][C:2]1[CH:7]=[C:6]([CH3:8])[CH:5]=[C:4]([OH:9])[C:3]=1[C:10](=[N:12][OH:13])[CH3:11].[C:14](OC(=O)C)(=[O:16])[CH3:15]. (7) Given the product [C:1]([O:5][C:6](=[O:25])[NH:7][C:8]1[CH:13]=[C:12]([CH2:14][CH:15]([CH:22]2[CH2:23][CH2:24]2)[C:16]2[CH:21]=[CH:20][CH:19]=[CH:18][CH:17]=2)[CH:11]=[CH:10][N:9]=1)([CH3:4])([CH3:2])[CH3:3], predict the reactants needed to synthesize it. The reactants are: [C:1]([O:5][C:6](=[O:25])[NH:7][C:8]1[CH:13]=[C:12]([CH:14]=[C:15]([CH:22]2[CH2:24][CH2:23]2)[C:16]2[CH:21]=[CH:20][CH:19]=[CH:18][CH:17]=2)[CH:11]=[CH:10][N:9]=1)([CH3:4])([CH3:3])[CH3:2].[H][H]. (8) Given the product [C:1]([O:5][C:6]([N:8]([C@H:16]1[CH2:24][CH2:23][CH2:22][C@H:21]([O:25][CH2:26][CH:27]([CH3:29])[CH3:28])[C@@H:20]([O:30][CH2:31][CH2:32][CH2:33][C:34]([F:35])([F:36])[F:37])[C@H:19]([CH3:38])[O:18][C:17]1=[O:39])[C:9](=[O:15])[O:10][C:11]([CH3:13])([CH3:14])[CH3:12])=[O:7])([CH3:3])([CH3:4])[CH3:2], predict the reactants needed to synthesize it. The reactants are: [C:1]([O:5][C:6]([N:8]([C@H:16]1[CH2:24][CH2:23][CH2:22][C@H:21]([O:25][CH2:26][C:27]([CH3:29])=[CH2:28])[C@@H:20]([O:30][CH2:31]/[CH:32]=[CH:33]/[C:34]([F:37])([F:36])[F:35])[C@H:19]([CH3:38])[O:18][C:17]1=[O:39])[C:9](=[O:15])[O:10][C:11]([CH3:14])([CH3:13])[CH3:12])=[O:7])([CH3:4])([CH3:3])[CH3:2]. (9) The reactants are: [CH3:1][O:2][C:3]1[CH:11]=[C:10]2[C:6]([C:7]([C:12]([C:14]3[CH:19]=[C:18]([O:20][CH3:21])[C:17]([O:22][CH3:23])=[C:16]([O:24][CH3:25])[CH:15]=3)=[O:13])=[CH:8][NH:9]2)=[CH:5][CH:4]=1.CS(O[CH2:31][C:32]1([NH:40][C:41]([O:43][C:44]([CH3:47])([CH3:46])[CH3:45])=[O:42])[CH2:37][O:36][C:35]([CH3:39])([CH3:38])[O:34][CH2:33]1)(=O)=O. Given the product [CH3:1][O:2][C:3]1[CH:11]=[C:10]2[C:6]([C:7]([C:12](=[O:13])[C:14]3[CH:19]=[C:18]([O:20][CH3:21])[C:17]([O:22][CH3:23])=[C:16]([O:24][CH3:25])[CH:15]=3)=[CH:8][N:9]2[CH2:31][C:32]2([NH:40][C:41](=[O:42])[O:43][C:44]([CH3:47])([CH3:46])[CH3:45])[CH2:37][O:36][C:35]([CH3:38])([CH3:39])[O:34][CH2:33]2)=[CH:5][CH:4]=1, predict the reactants needed to synthesize it.